This data is from Reaction yield outcomes from USPTO patents with 853,638 reactions. The task is: Predict the reaction yield, written as a fraction of the theoretical maximum amount of product (1.0 means a 100% yield; for example, 0.34 means a 34% yield). The reactants are [NH:1]1[CH2:6][CH2:5][CH2:4][C@@H:3]([C:7]([N:9]2[CH2:13][CH2:12][CH2:11][CH2:10]2)=[O:8])[CH2:2]1.C(N(C(C)C)CC)(C)C.Cl[C:24]1[N:29]=[C:28]([NH2:30])[C:27]([N+:31]([O-:33])=[O:32])=[CH:26][CH:25]=1. The catalyst is CN(C)C=O. The product is [NH2:30][C:28]1[N:29]=[C:24]([N:1]2[CH2:6][CH2:5][CH2:4][C@@H:3]([C:7]([N:9]3[CH2:10][CH2:11][CH2:12][CH2:13]3)=[O:8])[CH2:2]2)[CH:25]=[CH:26][C:27]=1[N+:31]([O-:33])=[O:32]. The yield is 0.763.